Predict the reactants needed to synthesize the given product. From a dataset of Full USPTO retrosynthesis dataset with 1.9M reactions from patents (1976-2016). (1) Given the product [C:14]1([C:12](=[O:13])[CH2:11][N:1]2[CH:5]=[CH:4][N:3]=[N:2]2)[CH:19]=[CH:18][CH:17]=[CH:16][CH:15]=1, predict the reactants needed to synthesize it. The reactants are: [NH:1]1[CH:5]=[CH:4][N:3]=[N:2]1.[I-].[Na+].[OH-].[Na+].Cl[CH2:11][C:12]([C:14]1[CH:19]=[CH:18][CH:17]=[CH:16][CH:15]=1)=[O:13]. (2) Given the product [CH2:9]([NH:8][CH2:16][C:17]1[CH:18]=[CH:19][C:20]([C:21]([NH:41][NH:40][C:44]2[CH:45]=[CH:46][CH:47]=[CH:48][CH:43]=2)=[O:23])=[CH:24][CH:25]=1)[C:10]1[CH:11]=[CH:12][CH:13]=[CH:14][CH:15]=1, predict the reactants needed to synthesize it. The reactants are: C([N:8]([CH2:16][C:17]1[CH:25]=[CH:24][C:20]([C:21]([OH:23])=O)=[CH:19][CH:18]=1)[CH2:9][C:10]1[CH:15]=[CH:14][CH:13]=[CH:12][CH:11]=1)C1C=CC=CC=1.Cl.CN(C)CCCN=C=NCC.O.O[N:40]1[C:44]2[CH:45]=[CH:46][CH:47]=[CH:48][C:43]=2N=[N:41]1.C(N)C1C=CC=CC=1.C(N(CC)CC)C. (3) Given the product [CH3:14][CH:12]([CH2:11][C@H:10]([NH:9][C:7]([C@@H:2]([NH:1][C:29]([O:31][C:32]([CH3:34])([CH3:33])[CH3:35])=[O:30])[CH2:3][CH2:4][S:5][CH3:6])=[O:8])[C:15]([NH:17][C@H:18]([C:26]([OH:28])=[O:27])[CH2:19][C:20]1[CH:25]=[CH:24][CH:23]=[CH:22][CH:21]=1)=[O:16])[CH3:13].[NH2:42][CH2:41][CH2:40][C:39]([O:38][CH3:37])=[O:43], predict the reactants needed to synthesize it. The reactants are: [NH:1]([C:29]([O:31][C:32]([CH3:35])([CH3:34])[CH3:33])=[O:30])[C@H:2]([C:7]([NH:9][C@H:10]([C:15]([NH:17][C@H:18]([C:26]([OH:28])=[O:27])[CH2:19][C:20]1[CH:25]=[CH:24][CH:23]=[CH:22][CH:21]=1)=[O:16])[CH2:11][CH:12]([CH3:14])[CH3:13])=[O:8])[CH2:3][CH2:4][S:5][CH3:6].Cl.[CH3:37][O:38][C:39](=[O:43])[CH2:40][CH2:41][NH2:42].CN(C(ON1N=NC2C=CC=NC1=2)=[N+](C)C)C.F[P-](F)(F)(F)(F)F. (4) Given the product [CH3:4][C:5]([C:25]1[CH:26]=[CH:27][C:28]([C:29]2[O:30][C:41]([NH2:40])=[N:3][N:2]=2)=[CH:33][CH:34]=1)([C:9]1[CH:10]=[CH:11][C:12]([O:15][C:16]([CH3:17])([C:18]2[CH:23]=[CH:22][CH:21]=[CH:20][N:19]=2)[CH3:24])=[CH:13][CH:14]=1)[CH:6]([CH3:8])[CH3:7], predict the reactants needed to synthesize it. The reactants are: O.[NH2:2][NH2:3].[CH3:4][C:5]([C:25]1[CH:34]=[CH:33][C:28]([C:29](OC)=[O:30])=[CH:27][CH:26]=1)([C:9]1[CH:14]=[CH:13][C:12]([O:15][C:16]([CH3:24])([C:18]2[CH:23]=[CH:22][CH:21]=[CH:20][N:19]=2)[CH3:17])=[CH:11][CH:10]=1)[CH:6]([CH3:8])[CH3:7].C(=O)(O)[O-].[Na+].[N:40]#[C:41]Br. (5) Given the product [C:22]1([CH3:25])[CH:21]=[CH:20][C:19]([C:17]2[NH:16][N:15]=[C:14]([NH:13][C:10]([C:2]3[CH:3]=[CH:4][CH:5]=[C:6]([C:7]([NH:13][C:14]4[CH:18]=[C:17]([C:19]5[CH:20]=[CH:21][C:22]([CH3:25])=[CH:23][CH:24]=5)[NH:16][N:15]=4)=[O:8])[N:1]=3)=[O:11])[CH:18]=2)=[CH:24][CH:23]=1, predict the reactants needed to synthesize it. The reactants are: [N:1]1[C:6]([C:7](Cl)=[O:8])=[CH:5][CH:4]=[CH:3][C:2]=1[C:10](Cl)=[O:11].[NH2:13][C:14]1[CH:18]=[C:17]([C:19]2[CH:24]=[CH:23][C:22]([CH3:25])=[CH:21][CH:20]=2)[N:16](C(OC(C)(C)C)=O)[N:15]=1. (6) Given the product [Br:41][CH:42]([CH2:45][CH3:46])[CH2:43][CH3:44].[NH2:25][C:8]1[N:7]=[C:6]([O:5][CH2:1][CH2:2][CH2:3][CH3:4])[N:14]=[C:13]2[C:9]=1[NH:10][C:11](=[O:23])[N:12]2[CH2:15][CH2:16][CH:17]1[CH2:22][CH2:21][CH2:20][N:19]([CH:42]([CH2:45][CH3:46])[CH2:43][CH3:44])[CH2:18]1, predict the reactants needed to synthesize it. The reactants are: [CH2:1]([O:5][C:6]1[N:14]=[C:13]2[C:9]([N:10]=[C:11]([O:23]C)[N:12]2[CH2:15][CH2:16][CH:17]2[CH2:22][CH2:21][CH2:20][NH:19][CH2:18]2)=[C:8]([NH2:25])[N:7]=1)[CH2:2][CH2:3][CH3:4].CCN(C(C)C)C(C)C.C(=O)([O-])[O-].[K+].[K+].[Br:41][CH:42]([CH2:45][CH3:46])[CH2:43][CH3:44]. (7) Given the product [Cl:22][C:4]1[CH:5]=[C:6]2[C:11](=[CH:12][C:3]=1[CH2:2][C:28]1[CH:29]=[CH:30][C:25]([CH:23]=[O:24])=[CH:26][CH:27]=1)[O:10][CH:9]([C:13]([F:16])([F:15])[F:14])[C:8]([C:17]([O:19][CH2:20][CH3:21])=[O:18])=[CH:7]2, predict the reactants needed to synthesize it. The reactants are: Br[CH2:2][C:3]1[CH:12]=[C:11]2[C:6]([CH:7]=[C:8]([C:17]([O:19][CH2:20][CH3:21])=[O:18])[CH:9]([C:13]([F:16])([F:15])[F:14])[O:10]2)=[CH:5][C:4]=1[Cl:22].[CH:23]([C:25]1[CH:30]=[CH:29][C:28](B(O)O)=[CH:27][CH:26]=1)=[O:24].C([O-])([O-])=O.[Na+].[Na+].